From a dataset of Full USPTO retrosynthesis dataset with 1.9M reactions from patents (1976-2016). Predict the reactants needed to synthesize the given product. Given the product [F:18][C:15]([F:16])([F:17])[C:14]([CH:11]1[CH2:12][CH2:13][NH:8][CH2:9][CH2:10]1)([OH:20])[CH3:19], predict the reactants needed to synthesize it. The reactants are: C([N:8]1[CH2:13][CH2:12][CH:11]([C:14]([OH:20])([CH3:19])[C:15]([F:18])([F:17])[F:16])[CH2:10][CH2:9]1)C1C=CC=CC=1.